Dataset: Catalyst prediction with 721,799 reactions and 888 catalyst types from USPTO. Task: Predict which catalyst facilitates the given reaction. (1) Reactant: C[O:2][C:3]1[C:8]([C:9]2[N:13]3[N:14]=[C:15]([NH:18][C@@H:19]4[CH2:24][CH2:23][CH2:22][N:21]([C:25](=[O:29])[CH2:26][C:27]#[N:28])[CH2:20]4)[CH:16]=[CH:17][C:12]3=[N:11][CH:10]=2)=[CH:7][CH:6]=[CH:5][N:4]=1.Cl[Si](C)(C)C.[I-].[Na+]. Product: [O:29]=[C:25]([N:21]1[CH2:22][CH2:23][CH2:24][C@@H:19]([NH:18][C:15]2[CH:16]=[CH:17][C:12]3[N:13]([C:9]([C:8]4[C:3](=[O:2])[NH:4][CH:5]=[CH:6][CH:7]=4)=[CH:10][N:11]=3)[N:14]=2)[CH2:20]1)[CH2:26][C:27]#[N:28]. The catalyst class is: 10. (2) Reactant: [Br:1][C:2]1[N:3]=[N:4][C:5](Br)=[CH:6][CH:7]=1.C(P(C(C)(C)C)C(C)(C)C)(C)(C)C.C(=O)([O-])[O-].[K+].[K+].C(O)CCO.[S:33]1[CH:37]=[CH:36][C:35](B(O)O)=[CH:34]1.[OH-].[Na+]. Product: [Br:1][C:2]1[N:3]=[N:4][C:5]([C:35]2[CH:36]=[CH:37][S:33][CH:34]=2)=[CH:6][CH:7]=1. The catalyst class is: 584. (3) Reactant: [Br:1][C:2]1[CH:3]=[N:4][N:5]2[CH:10]=[CH:9][C:8]([N:11]3[CH2:16][CH2:15][NH:14][CH2:13][CH2:12]3)=[N:7][C:6]=12.[C:17](Cl)(=[O:23])[O:18][CH2:19][CH2:20][O:21][CH3:22]. Product: [Br:1][C:2]1[CH:3]=[N:4][N:5]2[CH:10]=[CH:9][C:8]([N:11]3[CH2:16][CH2:15][N:14]([C:17]([O:18][CH2:19][CH2:20][O:21][CH3:22])=[O:23])[CH2:13][CH2:12]3)=[N:7][C:6]=12. The catalyst class is: 25. (4) Reactant: [NH:1]1[C:9]2[C:4](=[CH:5][CH:6]=[CH:7][C:8]=2[C:10]([OH:12])=O)[CH:3]=[CH:2]1.CN(C(ON1N=NC2C=CC=CC1=2)=[N+](C)C)C.[B-](F)(F)(F)F.C(N(CC)C(C)C)(C)C.[C:44]([C:48]1[CH:64]=[CH:63][C:51]([CH2:52][NH:53][CH2:54][CH2:55][C:56]2[CH:61]=[CH:60][CH:59]=[CH:58][C:57]=2[Cl:62])=[CH:50][CH:49]=1)([CH3:47])([CH3:46])[CH3:45]. Product: [C:44]([C:48]1[CH:64]=[CH:63][C:51]([CH2:52][N:53]([CH2:54][CH2:55][C:56]2[CH:61]=[CH:60][CH:59]=[CH:58][C:57]=2[Cl:62])[C:10]([C:8]2[CH:7]=[CH:6][CH:5]=[C:4]3[C:9]=2[NH:1][CH:2]=[CH:3]3)=[O:12])=[CH:50][CH:49]=1)([CH3:47])([CH3:45])[CH3:46]. The catalyst class is: 18. (5) Reactant: [NH2:1][C:2]1[CH:7]=[CH:6][CH:5]=[CH:4][CH:3]=1.[CH2:8]1[O:10][CH:9]1[CH2:11][OH:12]. Product: [C:2]1([NH:1][CH2:8][CH:9]([OH:10])[CH2:11][OH:12])[CH:7]=[CH:6][CH:5]=[CH:4][CH:3]=1. The catalyst class is: 5. (6) Reactant: [Br:1][C:2]1[C:3]([C:10]#[N:11])=[N:4][C:5]([Cl:9])=[C:6]([CH3:8])[CH:7]=1.[Li+].CC([N-]C(C)C)C.[CH:20](=[O:27])[C:21]1[CH:26]=[CH:25][CH:24]=[CH:23][CH:22]=1. Product: [Br:1][C:2]1[C:3]([C:10]#[N:11])=[N:4][C:5]([Cl:9])=[C:6]([CH2:8][CH:20]([OH:27])[C:21]2[CH:26]=[CH:25][CH:24]=[CH:23][CH:22]=2)[CH:7]=1. The catalyst class is: 1. (7) Product: [CH2:1]([O:3][C:4](=[O:16])[CH2:5][NH:6][S:7]([C:10]1[S:14][C:13]([NH:15][C:32]([N:23]([CH:17]2[CH2:18][CH2:19][CH2:20][CH2:21][CH2:22]2)[CH:24]2[CH2:25][CH2:26][CH2:27][CH2:28][CH2:29]2)=[O:33])=[N:12][CH:11]=1)(=[O:8])=[O:9])[CH3:2]. Reactant: [CH2:1]([O:3][C:4](=[O:16])[CH2:5][NH:6][S:7]([C:10]1[S:14][C:13]([NH2:15])=[N:12][CH:11]=1)(=[O:9])=[O:8])[CH3:2].[CH:17]1([NH:23][CH:24]2[CH2:29][CH2:28][CH2:27][CH2:26][CH2:25]2)[CH2:22][CH2:21][CH2:20][CH2:19][CH2:18]1.C1C[O:33][CH2:32]C1. The catalyst class is: 142. (8) Reactant: [C:1]([O:5][C:6](=[O:33])[N:7]([C@@H:21]([C:23]1[C:32]2[C:27](=[CH:28][CH:29]=[CH:30][CH:31]=2)[CH:26]=[CH:25][CH:24]=1)[CH3:22])[CH2:8][CH:9]1[CH:14]([C:15]2[CH:20]=[CH:19][CH:18]=[CH:17][CH:16]=2)[CH2:13][CH2:12][NH:11][CH2:10]1)([CH3:4])([CH3:3])[CH3:2].C(=O)([O-])O.[Na+].Cl[C:40]([O:42][C:43]1[CH:52]=[CH:51][C:46]([C:47]([O:49][CH3:50])=[O:48])=[CH:45][CH:44]=1)=[O:41]. Product: [C:1]([O:5][C:6]([N:7]([CH2:8][CH:9]1[CH:14]([C:15]2[CH:16]=[CH:17][CH:18]=[CH:19][CH:20]=2)[CH2:13][CH2:12][N:11]([C:40]([O:42][C:43]2[CH:44]=[CH:45][C:46]([C:47]([O:49][CH3:50])=[O:48])=[CH:51][CH:52]=2)=[O:41])[CH2:10]1)[C@@H:21]([C:23]1[C:32]2[C:27](=[CH:28][CH:29]=[CH:30][CH:31]=2)[CH:26]=[CH:25][CH:24]=1)[CH3:22])=[O:33])([CH3:2])([CH3:3])[CH3:4]. The catalyst class is: 20. (9) Reactant: [Cl:1][C:2]1[CH:30]=[CH:29][C:28]([F:31])=[CH:27][C:3]=1[CH2:4][N:5]1[C:10](=[O:11])[C:9]([CH3:12])=[N:8][N:7]=[C:6]1[N:13]1[CH2:18][CH2:17][CH2:16][C@@H:15]([NH:19]C(=O)OC(C)(C)C)[CH2:14]1.C(O)(C(F)(F)F)=O.C([O-])(O)=O.[Na+]. Product: [NH2:19][C@@H:15]1[CH2:16][CH2:17][CH2:18][N:13]([C:6]2[N:5]([CH2:4][C:3]3[CH:27]=[C:28]([F:31])[CH:29]=[CH:30][C:2]=3[Cl:1])[C:10](=[O:11])[C:9]([CH3:12])=[N:8][N:7]=2)[CH2:14]1. The catalyst class is: 4.